Dataset: Catalyst prediction with 721,799 reactions and 888 catalyst types from USPTO. Task: Predict which catalyst facilitates the given reaction. (1) Reactant: CC(OI1(OC(C)=O)(OC(C)=O)OC(=O)C2C=CC=CC1=2)=O.[CH2:23]([N:25]1[C:29]2=[N:30][C:31]([CH2:57][CH3:58])=[C:32]([CH2:41][NH:42][C:43](=[O:56])[C:44]3[CH:49]=[CH:48][C:47]([CH2:50][CH2:51][CH2:52][CH2:53][CH2:54][OH:55])=[CH:46][CH:45]=3)[C:33]([NH:34][CH:35]3[CH2:40][CH2:39][O:38][CH2:37][CH2:36]3)=[C:28]2[CH:27]=[N:26]1)[CH3:24]. Product: [CH2:23]([N:25]1[C:29]2=[N:30][C:31]([CH2:57][CH3:58])=[C:32]([CH2:41][NH:42][C:43](=[O:56])[C:44]3[CH:45]=[CH:46][C:47]([CH2:50][CH2:51][CH2:52][CH2:53][CH:54]=[O:55])=[CH:48][CH:49]=3)[C:33]([NH:34][CH:35]3[CH2:40][CH2:39][O:38][CH2:37][CH2:36]3)=[C:28]2[CH:27]=[N:26]1)[CH3:24]. The catalyst class is: 76. (2) Reactant: [CH:1]1[C:10]2[C:5](=[CH:6][CH:7]=[CH:8][CH:9]=2)[CH:4]=[CH:3][N+:2]=1[O-].P(Cl)(Cl)([Cl:14])=O. Product: [Cl:14][C:1]1[C:10]2[C:5](=[CH:6][CH:7]=[CH:8][CH:9]=2)[CH:4]=[CH:3][N:2]=1. The catalyst class is: 22. (3) Reactant: [OH:1][C:2]1[CH:10]=[CH:9][C:8]([C:11]2[N:12]([C:27]([O:29][C:30]([CH3:33])([CH3:32])[CH3:31])=[O:28])[C:13]3[C:18]([CH:19]=2)=[CH:17][C:16]([CH2:20][N:21]2[CH2:26][CH2:25][CH2:24][CH2:23][CH2:22]2)=[CH:15][CH:14]=3)=[C:7]2[C:3]=1[CH2:4][NH:5][C:6]2=[O:34].C(N(CC)CC)C.[N:42]1[C:51]2[C:46](=[CH:47][CH:48]=[CH:49][C:50]=2[S:52](Cl)(=[O:54])=[O:53])[CH:45]=[CH:44][CH:43]=1. Product: [N:42]1[C:51]2[C:46](=[CH:47][CH:48]=[CH:49][C:50]=2[S:52]([O:1][C:2]2[CH:10]=[CH:9][C:8]([C:11]3[N:12]([C:27]([O:29][C:30]([CH3:31])([CH3:33])[CH3:32])=[O:28])[C:13]4[C:18]([CH:19]=3)=[CH:17][C:16]([CH2:20][N:21]3[CH2:26][CH2:25][CH2:24][CH2:23][CH2:22]3)=[CH:15][CH:14]=4)=[C:7]3[C:3]=2[CH2:4][NH:5][C:6]3=[O:34])(=[O:54])=[O:53])[CH:45]=[CH:44][CH:43]=1. The catalyst class is: 10. (4) Reactant: C(OC(=O)C(OC1C=C(O)C=CC=1CCCC)(C)C)C.C(=O)([O-])[O-].[K+].[K+].C([O:29][C:30](=[O:66])[C:31]([O:34][C:35]1[CH:40]=[C:39]([O:41][CH2:42][CH2:43][C:44]2[N:45]=[C:46]([C:50]3[CH:51]=[C:52]([C:56]4[CH:61]=[CH:60][CH:59]=[CH:58][CH:57]=4)[CH:53]=[CH:54][CH:55]=3)[O:47][C:48]=2[CH3:49])[CH:38]=[CH:37][C:36]=1[CH2:62][CH2:63][CH2:64][CH3:65])([CH3:33])[CH3:32])C.[OH-].[Na+]. Product: [C:52]1([C:56]2[CH:57]=[CH:58][CH:59]=[CH:60][CH:61]=2)[CH:53]=[CH:54][CH:55]=[C:50]([C:46]2[O:47][C:48]([CH3:49])=[C:44]([CH2:43][CH2:42][O:41][C:39]3[CH:38]=[CH:37][C:36]([CH2:62][CH2:63][CH2:64][CH3:65])=[C:35]([CH:40]=3)[O:34][C:31]([CH3:32])([CH3:33])[C:30]([OH:66])=[O:29])[N:45]=2)[CH:51]=1. The catalyst class is: 8. (5) Reactant: Cl[CH2:2][C:3]([C:5]1[CH:6]=[C:7]2[C:11](=[CH:12][CH:13]=1)[N:10]([C:14]1[N:22]=[CH:21][N:20]=[C:19]3[C:15]=1[N:16]=[CH:17][NH:18]3)[CH2:9][CH2:8]2)=[O:4].[NH2:23][C@H:24]1[CH2:29][CH2:28][C@H:27]([NH2:30])[CH2:26][CH2:25]1. Product: [NH2:23][C@H:24]1[CH2:29][CH2:28][C@H:27]([NH:30][C:21]2[N:20]=[C:19]3[C:15]([N:16]=[CH:17][NH:18]3)=[C:14]([N:10]3[C:11]4[C:7](=[CH:6][C:5]([C:3](=[O:4])[CH3:2])=[CH:13][CH:12]=4)[CH2:8][CH2:9]3)[N:22]=2)[CH2:26][CH2:25]1. The catalyst class is: 6. (6) Reactant: [CH2:1]([NH:3][C:4]([N:22]1[CH2:26][CH:25]([CH2:27][CH3:28])[CH:24]=[N:23]1)=[N:5][S:6]([C:9]1[CH:17]=[C:16]2[C:12]([CH2:13][CH2:14][N:15]2C(=O)C)=[CH:11][C:10]=1[Br:21])(=[O:8])=[O:7])[CH3:2].Cl.C([O-])(O)=O.[Na+]. Product: [CH2:1]([NH:3][C:4]([N:22]1[CH2:26][CH:25]([CH2:27][CH3:28])[CH:24]=[N:23]1)=[N:5][S:6]([C:9]1[CH:17]=[C:16]2[C:12]([CH2:13][CH2:14][NH:15]2)=[CH:11][C:10]=1[Br:21])(=[O:8])=[O:7])[CH3:2]. The catalyst class is: 5. (7) Reactant: [Br:1][C:2]1[C:6]2=[N:7][C:8]([C:11]([OH:13])=O)=[CH:9][CH:10]=[C:5]2[O:4][CH:3]=1.[NH2:14][C:15]1[CH:16]=[N:17][CH:18]=[CH:19][C:20]=1[C@@H:21]1[CH2:26][C@H:25]([CH3:27])[CH2:24][C@H:23]([NH:28][C:29](=[O:35])[O:30][C:31]([CH3:34])([CH3:33])[CH3:32])[CH2:22]1.CN(C(ON1N=NC2C=CC=NC1=2)=[N+](C)C)C.F[P-](F)(F)(F)(F)F.CCN(C(C)C)C(C)C. Product: [Br:1][C:2]1[C:6]2=[N:7][C:8]([C:11]([NH:14][C:15]3[CH:16]=[N:17][CH:18]=[CH:19][C:20]=3[C@@H:21]3[CH2:26][C@H:25]([CH3:27])[CH2:24][C@H:23]([NH:28][C:29](=[O:35])[O:30][C:31]([CH3:34])([CH3:33])[CH3:32])[CH2:22]3)=[O:13])=[CH:9][CH:10]=[C:5]2[O:4][CH:3]=1. The catalyst class is: 18.